From a dataset of Experimentally validated miRNA-target interactions with 360,000+ pairs, plus equal number of negative samples. Binary Classification. Given a miRNA mature sequence and a target amino acid sequence, predict their likelihood of interaction. (1) The miRNA is hsa-miR-6873-3p with sequence UUCUCUCUGUCUUUCUCUCUCAG. The protein sequence of the target gene is MTRSPPLRELPPSYTPPARTAAPQILAGSLKAPLWLRAYFQGLLFSLGCGIQRHCGKVLFLGLLAFGALALGLRMAIIETNLEQLWVEVGSRVSQELHYTKEKLGEEAAYTSQMLIQTARQEGENILTPEALGLHLQAALTASKVQVSLYGKSWDLNKICYKSGVPLIENGMIERMIEKLFPCVILTPLDCFWEGAKLQGGSAYLPGRPDIQWTNLDPEQLLEELGPFASLEGFRELLDKAQVGQAYVGRPCLHPDDLHCPPSAPNHHSRQAPNVAHELSGGCHGFSHKFMHWQEELLLG.... Result: 1 (interaction). (2) The miRNA is hsa-miR-3161 with sequence CUGAUAAGAACAGAGGCCCAGAU. The protein sequence of the target gene is MAENGKNCDQRRVAMNKEHHNGNFTDPSSVNEKKRREREERQNIVLWRQPLITLQYFSLEILVILKEWTSKLWHRQSIVVSFLLLLAVLIATYYVEGVHQQYVQRIEKQFLLYAYWIGLGILSSVGLGTGLHTFLLYLGPHIASVTLAAYECNSVNFPEPPYPDQIICPDEEGTEGTISLWSIISKVRIEACMWGIGTAIGELPPYFMARAARLSGAEPDDEEYQEFEEMLEHAESAQDFASRAKLAVQKLVQKVGFFGILACASIPNPLFDLAGITCGHFLVPFWTFFGATLIGKAIIK.... Result: 1 (interaction). (3) The miRNA is mmu-miR-196a-5p with sequence UAGGUAGUUUCAUGUUGUUGGG. The protein sequence of the target gene is MAPLKMLALVTLLLGASLQHIHAARGTNVGRECCLEYFKGAIPLRKLKTWYQTSEDCSRDAIVFVTVQGRAICSDPNNKRVKNAVKYLQSLERS. Result: 0 (no interaction).